Dataset: Reaction yield outcomes from USPTO patents with 853,638 reactions. Task: Predict the reaction yield, written as a fraction of the theoretical maximum amount of product (1.0 means a 100% yield; for example, 0.34 means a 34% yield). (1) The reactants are [Cl:1][C:2]1[CH:6]=[C:5]([C:7]([O:9]CC)=[O:8])[N:4]([C:12]2[CH:13]=[N:14][CH:15]=[CH:16][CH:17]=2)[N:3]=1.Cl. The catalyst is O1CCOCC1. The product is [ClH:1].[Cl:1][C:2]1[CH:6]=[C:5]([C:7]([OH:9])=[O:8])[N:4]([C:12]2[CH:13]=[N:14][CH:15]=[CH:16][CH:17]=2)[N:3]=1. The yield is 1.00. (2) The reactants are [C:1]1([CH2:7][NH:8][CH:9]2[CH2:14][CH2:13][CH2:12][NH:11][CH2:10]2)[CH:6]=[CH:5][CH:4]=[CH:3][CH:2]=1.[O:15]=[C:16](Cl)OC(Cl)(Cl)Cl. The product is [C:1]1([CH2:7][N:8]2[C:16](=[O:15])[N:11]3[CH2:10][CH:9]2[CH2:14][CH2:13][CH2:12]3)[CH:2]=[CH:3][CH:4]=[CH:5][CH:6]=1. The catalyst is C1(C)C=CC=CC=1. The yield is 0.300.